Dataset: Reaction yield outcomes from USPTO patents with 853,638 reactions. Task: Predict the reaction yield, written as a fraction of the theoretical maximum amount of product (1.0 means a 100% yield; for example, 0.34 means a 34% yield). (1) The reactants are N1([CH2:10][CH2:11][NH:12][C:13](=[O:23])/[CH:14]=[CH:15]/[C:16]2[CH:21]=[CH:20][CH:19]=[CH:18][C:17]=2[F:22])C2C=CC=CC=2N=C1.[N:24]1([CH2:30]CCN)[CH2:29][CH2:28][CH2:27][CH2:26][CH2:25]1.FC1C=CC=CC=1C=CC(O)=O.CCN=C=NCCCN(C)C.[ClH:57].Cl.O1CCOCC1. The catalyst is C(Cl)Cl. The product is [ClH:57].[F:22][C:17]1[CH:18]=[CH:19][CH:20]=[CH:21][C:16]=1/[CH:15]=[CH:14]/[C:13]([NH:12][CH2:11][CH2:10][CH2:30][N:24]1[CH2:29][CH2:28][CH2:27][CH2:26][CH2:25]1)=[O:23]. The yield is 0.680. (2) The reactants are [Br:1][C:2]1[CH:9]=[CH:8][C:5]([C:6]#[N:7])=[CH:4][CH:3]=1.[N+:10]([O-])([OH:12])=[O:11]. The product is [Br:1][C:2]1[CH:9]=[CH:8][C:5]([C:6]#[N:7])=[CH:4][C:3]=1[N+:10]([O-:12])=[O:11]. The yield is 0.560. The catalyst is OS(O)(=O)=O. (3) The reactants are [CH2:1]([N:8]1[CH2:13][CH2:12][N:11]([C:14]2[CH:20]=[CH:19][C:17]([NH2:18])=[C:16]([CH2:21][S:22]([C:25]3[CH:30]=[CH:29][CH:28]=[CH:27][CH:26]=3)(=[O:24])=[O:23])[CH:15]=2)[CH2:10][CH2:9]1)[C:2]1[CH:7]=[CH:6][CH:5]=[CH:4][CH:3]=1.[N:31]([O-])=O.[Na+].[OH-].[Na+].[ClH:37]. The catalyst is O. The product is [ClH:37].[CH2:1]([N:8]1[CH2:13][CH2:12][N:11]([C:14]2[CH:15]=[C:16]3[C:17](=[CH:19][CH:20]=2)[NH:18][N:31]=[C:21]3[S:22]([C:25]2[CH:30]=[CH:29][CH:28]=[CH:27][CH:26]=2)(=[O:24])=[O:23])[CH2:10][CH2:9]1)[C:2]1[CH:3]=[CH:4][CH:5]=[CH:6][CH:7]=1. The yield is 0.640. (4) The reactants are [C:1](=C1N=CC=N1)=[S:2].[NH2:8][CH2:9][CH:10]1[CH2:14][N:13]([C@@H:15]([CH2:19][CH3:20])[C:16]([NH2:18])=[O:17])[C:12](=[O:21])[CH2:11]1. The catalyst is CN(C=O)C. The product is [N:8]([CH2:9][CH:10]1[CH2:14][N:13]([C@@H:15]([CH2:19][CH3:20])[C:16]([NH2:18])=[O:17])[C:12](=[O:21])[CH2:11]1)=[C:1]=[S:2]. The yield is 0.220.